This data is from Peptide-MHC class I binding affinity with 185,985 pairs from IEDB/IMGT. The task is: Regression. Given a peptide amino acid sequence and an MHC pseudo amino acid sequence, predict their binding affinity value. This is MHC class I binding data. The peptide sequence is EECDSELEI. The binding affinity (normalized) is 0.213. The MHC is HLA-B14:02 with pseudo-sequence HLA-B14:02.